This data is from Peptide-MHC class I binding affinity with 185,985 pairs from IEDB/IMGT. The task is: Regression. Given a peptide amino acid sequence and an MHC pseudo amino acid sequence, predict their binding affinity value. This is MHC class I binding data. (1) The peptide sequence is RAKYAFDPM. The MHC is H-2-Db with pseudo-sequence H-2-Db. The binding affinity (normalized) is 0.278. (2) The peptide sequence is MRMLWMANY. The MHC is HLA-A30:02 with pseudo-sequence HLA-A30:02. The binding affinity (normalized) is 0.898. (3) The peptide sequence is GLQGIYVLV. The MHC is HLA-B51:01 with pseudo-sequence HLA-B51:01. The binding affinity (normalized) is 0.213. (4) The peptide sequence is YLEPGPVTA. The MHC is HLA-A02:01 with pseudo-sequence HLA-A02:01. The binding affinity (normalized) is 0.531. (5) The peptide sequence is NGVYFVYL. The MHC is H-2-Kb with pseudo-sequence H-2-Kb. The binding affinity (normalized) is 0.539. (6) The peptide sequence is KSKKYEGPF. The MHC is HLA-B15:01 with pseudo-sequence HLA-B15:01. The binding affinity (normalized) is 0.942. (7) The binding affinity (normalized) is 0. The MHC is HLA-A23:01 with pseudo-sequence HLA-A23:01. The peptide sequence is SYATHHDKF. (8) The peptide sequence is KPTGSAVV. The MHC is HLA-A11:01 with pseudo-sequence HLA-A11:01. The binding affinity (normalized) is 0.